This data is from Peptide-MHC class I binding affinity with 185,985 pairs from IEDB/IMGT. The task is: Regression. Given a peptide amino acid sequence and an MHC pseudo amino acid sequence, predict their binding affinity value. This is MHC class I binding data. (1) The peptide sequence is EPEKDIREL. The MHC is HLA-B54:01 with pseudo-sequence HLA-B54:01. The binding affinity (normalized) is 0. (2) The peptide sequence is YLIPAVTSL. The MHC is HLA-A02:12 with pseudo-sequence HLA-A02:12. The binding affinity (normalized) is 0.898. (3) The peptide sequence is FPSIFSTEV. The MHC is HLA-B35:01 with pseudo-sequence HLA-B35:01. The binding affinity (normalized) is 0.577. (4) The peptide sequence is RTRAGRHAF. The MHC is HLA-C06:02 with pseudo-sequence HLA-C06:02. The binding affinity (normalized) is 0.0847. (5) The peptide sequence is IFFTTSLFLH. The MHC is HLA-A31:01 with pseudo-sequence HLA-A31:01. The binding affinity (normalized) is 0.332. (6) The peptide sequence is ADFKLFFRW. The MHC is HLA-A01:01 with pseudo-sequence HLA-A01:01. The binding affinity (normalized) is 0.0847. (7) The peptide sequence is RVNPGTYVY. The MHC is HLA-A03:01 with pseudo-sequence HLA-A03:01. The binding affinity (normalized) is 0.226.